The task is: Predict the reaction yield, written as a fraction of the theoretical maximum amount of product (1.0 means a 100% yield; for example, 0.34 means a 34% yield).. This data is from Reaction yield outcomes from USPTO patents with 853,638 reactions. (1) The reactants are [CH3:1][CH:2]([CH3:15])[CH2:3][CH2:4][NH:5][C:6]([C:8]1[N:9]=[N:10][C:11](Cl)=[CH:12][CH:13]=1)=[O:7].[CH2:16]([N:23]1[CH2:28][CH2:27][NH:26][CH2:25][CH2:24]1)[C:17]1[CH:22]=[CH:21][CH:20]=[CH:19][CH:18]=1.N12CCCN=C1CCCCC2. The catalyst is [Br-].C([N+](CCCC)(CCCC)CCCC)CCC.O1CCOCC1. The product is [CH3:1][CH:2]([CH3:15])[CH2:3][CH2:4][NH:5][C:6]([C:8]1[N:9]=[N:10][C:11]([N:26]2[CH2:27][CH2:28][N:23]([CH2:16][C:17]3[CH:18]=[CH:19][CH:20]=[CH:21][CH:22]=3)[CH2:24][CH2:25]2)=[CH:12][CH:13]=1)=[O:7]. The yield is 0.750. (2) The yield is 0.900. The catalyst is CO. The reactants are [CH3:1][O:2][C:3]1[CH:10]=[CH:9][C:6]([CH2:7][SH:8])=[CH:5][CH:4]=1.C[O-].Br[CH2:14][CH2:15][CH2:16][CH2:17][CH2:18][CH2:19][CH2:20][CH2:21][CH2:22][CH2:23][CH2:24][CH2:25][OH:26]. The product is [CH3:1][O:2][C:3]1[CH:10]=[CH:9][C:6]([CH2:7][S:8][CH2:14][CH2:15][CH2:16][CH2:17][CH2:18][CH2:19][CH2:20][CH2:21][CH2:22][CH2:23][CH2:24][CH2:25][OH:26])=[CH:5][CH:4]=1. (3) The reactants are S(Cl)([Cl:3])=O.[CH3:5][C:6]1[CH:7]=[C:8]([N:13]2[C:17](=[O:18])[C:16](=[N:19][NH:20][C:21]3[C:22]([OH:36])=[C:23]([C:27]4[CH:32]=[CH:31][CH:30]=[C:29]([C:33](O)=[O:34])[CH:28]=4)[CH:24]=[CH:25][CH:26]=3)[C:15]([CH3:37])=[N:14]2)[CH:9]=[CH:10][C:11]=1[CH3:12].CN(C=O)C. The catalyst is C1COCC1.CCCCCCC. The product is [CH3:5][C:6]1[CH:7]=[C:8]([N:13]2[C:17](=[O:18])/[C:16](=[N:19]\[NH:20][C:21]3[C:22]([OH:36])=[C:23]([C:27]4[CH:32]=[CH:31][CH:30]=[C:29]([C:33]([Cl:3])=[O:34])[CH:28]=4)[CH:24]=[CH:25][CH:26]=3)/[C:15]([CH3:37])=[N:14]2)[CH:9]=[CH:10][C:11]=1[CH3:12]. The yield is 0.960. (4) The reactants are Cl.[CH3:2][O:3][C:4]1[CH:16]=[CH:15][C:7]([CH2:8][C@@H:9]([C:11]([O:13][CH3:14])=[O:12])[NH2:10])=[CH:6][CH:5]=1.C(N(CC)CC)C.[C:24]([C:26]1[CH:36]=[CH:35][CH:34]=[CH:33][C:27]=1[CH:28]=[CH:29][C:30](O)=[O:31])#[N:25].CCN=C=NCCCN(C)C.Cl. The catalyst is C(Cl)Cl. The product is [C:24]([C:26]1[CH:36]=[CH:35][CH:34]=[CH:33][C:27]=1[CH:28]=[CH:29][C:30]([NH:10][C@H:9]([C:11]([O:13][CH3:14])=[O:12])[CH2:8][C:7]1[CH:6]=[CH:5][C:4]([O:3][CH3:2])=[CH:16][CH:15]=1)=[O:31])#[N:25]. The yield is 0.860. (5) The reactants are [C:1]([O:5][C:6](=[O:33])[NH:7][CH2:8][C@H:9]([CH2:25][C:26]1[CH:31]=[CH:30][C:29]([Cl:32])=[CH:28][CH:27]=1)[C:10](N1[C@H](C)[C@H](C2C=CC=CC=2)OC1=O)=[O:11])([CH3:4])([CH3:3])[CH3:2].[Li+].[OH-].OO.[O-:38]S([O-])=O.[Na+].[Na+]. The catalyst is C1COCC1.O.CCOC(C)=O. The product is [C:1]([O:5][C:6]([NH:7][CH2:8][C@H:9]([CH2:25][C:26]1[CH:31]=[CH:30][C:29]([Cl:32])=[CH:28][CH:27]=1)[C:10]([OH:11])=[O:38])=[O:33])([CH3:2])([CH3:3])[CH3:4]. The yield is 0.750.